From a dataset of Full USPTO retrosynthesis dataset with 1.9M reactions from patents (1976-2016). Predict the reactants needed to synthesize the given product. (1) Given the product [C:15]([O:18][C:19]([NH:1][C@@H:2]([C:8]([CH3:11])([CH3:12])[CH2:9][F:10])[C:3]([OH:5])=[O:4])=[O:20])([CH3:17])([CH3:16])[CH3:14], predict the reactants needed to synthesize it. The reactants are: [NH2:1][C@@H:2]([C:8]([CH3:12])([CH3:11])[CH2:9][F:10])[C:3]([O:5]CC)=[O:4].Cl.[CH3:14][C:15]([O:18][C:19](O[C:19]([O:18][C:15]([CH3:17])([CH3:16])[CH3:14])=[O:20])=[O:20])([CH3:17])[CH3:16].[OH-].[Na+]. (2) Given the product [NH2:32][C:26]1([C:24]([NH:23][C@H:3]([C:1]#[N:2])[CH2:4][C:5]2[CH:6]=[CH:7][C:8]([C:11]3[CH:12]=[CH:13][C:14]4[N:19]([CH3:20])[C:18](=[O:21])[CH2:17][S:16][C:15]=4[CH:22]=3)=[CH:9][CH:10]=2)=[O:25])[CH2:27][CH2:28][O:29][CH2:30][CH2:31]1, predict the reactants needed to synthesize it. The reactants are: [C:1]([C@@H:3]([NH:23][C:24]([C:26]1([NH:32]C(=O)OC(C)(C)C)[CH2:31][CH2:30][O:29][CH2:28][CH2:27]1)=[O:25])[CH2:4][C:5]1[CH:10]=[CH:9][C:8]([C:11]2[CH:12]=[CH:13][C:14]3[N:19]([CH3:20])[C:18](=[O:21])[CH2:17][S:16][C:15]=3[CH:22]=2)=[CH:7][CH:6]=1)#[N:2]. (3) The reactants are: [NH2:1][C:2]1[C:3]([CH3:12])=[C:4]([CH:9]=[CH:10][CH:11]=1)[C:5]([O:7][CH3:8])=[O:6].[OH:13][C:14]1([CH3:21])[CH2:19][CH2:18][C:17](=O)[CH2:16][CH2:15]1.C(O)(=O)C.C(O[BH-](OC(=O)C)OC(=O)C)(=O)C.[Na+].C([O-])(O)=O.[Na+]. Given the product [OH:13][C:14]1([CH3:21])[CH2:19][CH2:18][CH:17]([NH:1][C:2]2[C:3]([CH3:12])=[C:4]([CH:9]=[CH:10][CH:11]=2)[C:5]([O:7][CH3:8])=[O:6])[CH2:16][CH2:15]1, predict the reactants needed to synthesize it. (4) Given the product [O:10]1[CH2:15][CH2:14][CH:13]([CH2:16][NH:17][C:18](=[O:20])[CH3:19])[CH2:12][CH2:11]1, predict the reactants needed to synthesize it. The reactants are: CCN(C(C)C)C(C)C.[O:10]1[CH2:15][CH2:14][CH:13]([CH2:16][NH2:17])[CH2:12][CH2:11]1.[C:18](OC(=O)C)(=[O:20])[CH3:19]. (5) Given the product [CH3:23][O:22][C:10]1[CH:9]=[CH:8][C:7]2[CH2:20][C@H:19]3[N:2]([CH3:1])[CH2:3][CH2:4][C@:5]45[C:6]=2[C:11]=1[O:12][C@H:13]4[C:14]([O:15][C:69](=[O:70])[CH:59]([NH:58][C:72]([O:74][CH2:75][C:76]1[CH:77]=[CH:78][CH:79]=[CH:80][CH:81]=1)=[O:73])[CH2:60][CH2:61][C:62]([O:63][C:64]([CH3:67])([CH3:66])[CH3:65])=[O:68])=[CH:16][CH2:17][C@@:18]35[OH:21], predict the reactants needed to synthesize it. The reactants are: [CH3:1][N:2]1[C@@H:19]2[CH2:20][C:7]3[CH:8]=[CH:9][C:10]([O:22][CH3:23])=[C:11]4[O:12][C@H:13]5[C:14]([CH2:16][CH2:17][C@:18]2([OH:21])[C@:5]5([C:6]=34)[CH2:4][CH2:3]1)=[O:15].CCN(C(C)C)C(C)C.C1CCC(N=C=NC2CCCCC2)CC1.C1C=CC2N(O)N=NC=2C=1.[NH:58]([C:72]([O:74][CH2:75][C:76]1[CH:81]=[CH:80][CH:79]=[CH:78][CH:77]=1)=[O:73])[C@H:59]([C:69](O)=[O:70])[CH2:60][CH2:61][C:62](=[O:68])[O:63][C:64]([CH3:67])([CH3:66])[CH3:65].